Dataset: Reaction yield outcomes from USPTO patents with 853,638 reactions. Task: Predict the reaction yield, written as a fraction of the theoretical maximum amount of product (1.0 means a 100% yield; for example, 0.34 means a 34% yield). (1) The reactants are [O:1]=[C:2]1[NH:11][C:10]2[CH:9]=[C:8]([C:12]([OH:14])=O)[CH:7]=[CH:6][C:5]=2[N:4]2[CH2:15][CH2:16][CH2:17][CH2:18][CH:3]12.[Cl:19][C:20]1[CH:21]=[CH:22][C:23]([CH3:36])=[C:24]([N:26]2[CH2:31][CH2:30][N:29]([CH2:32][CH2:33][CH2:34][NH2:35])[CH2:28][CH2:27]2)[CH:25]=1.CCN(C(C)C)C(C)C.C(Cl)CCl. The catalyst is CN(C1C=CN=CC=1)C.CN(C=O)C. The product is [Cl:19][C:20]1[CH:21]=[CH:22][C:23]([CH3:36])=[C:24]([N:26]2[CH2:27][CH2:28][N:29]([CH2:32][CH2:33][CH2:34][NH:35][C:12]([C:8]3[CH:7]=[CH:6][C:5]4[N:4]5[CH2:15][CH2:16][CH2:17][CH2:18][CH:3]5[C:2](=[O:1])[NH:11][C:10]=4[CH:9]=3)=[O:14])[CH2:30][CH2:31]2)[CH:25]=1. The yield is 0.780. (2) The reactants are [N:1]1([CH2:8][CH2:9][CH2:10][O:11][C:12]2[CH:17]=[CH:16][C:15]([CH2:18][CH2:19][OH:20])=[CH:14][CH:13]=2)[CH2:7][CH2:6][CH2:5][CH2:4][CH2:3][CH2:2]1.C(N(C(C)C)CC)(C)C.[CH3:30][S:31](Cl)(=[O:33])=[O:32]. The catalyst is C(Cl)Cl.C(=O)(O)[O-].[Na+]. The product is [CH3:30][S:31]([O:20][CH2:19][CH2:18][C:15]1[CH:14]=[CH:13][C:12]([O:11][CH2:10][CH2:9][CH2:8][N:1]2[CH2:7][CH2:6][CH2:5][CH2:4][CH2:3][CH2:2]2)=[CH:17][CH:16]=1)(=[O:33])=[O:32]. The yield is 1.00. (3) The reactants are [F:1][C:2]1[CH:3]=[C:4]([S:10][C:11]2[CH:12]=[CH:13][N:14]3[C:19]=2[C:18](=[O:20])[N:17]([C:21]2[CH:26]=[CH:25][CH:24]=[CH:23][CH:22]=2)[C:16]([C@@H:27]([NH:29]C(=O)OC(C)(C)C)[CH3:28])=[N:15]3)[CH:5]=[CH:6][C:7]=1[O:8][CH3:9].Cl.O1CCOCC1. No catalyst specified. The product is [NH2:29][C@H:27]([C:16]1[N:17]([C:21]2[CH:26]=[CH:25][CH:24]=[CH:23][CH:22]=2)[C:18](=[O:20])[C:19]2=[C:11]([S:10][C:4]3[CH:5]=[CH:6][C:7]([O:8][CH3:9])=[C:2]([F:1])[CH:3]=3)[CH:12]=[CH:13][N:14]2[N:15]=1)[CH3:28]. The yield is 0.980. (4) The yield is 1.00. The product is [F:1][C:2]1[CH:3]=[CH:4][C:5]([OH:28])=[C:6]([C:8]2[CH:13]=[CH:12][CH:11]=[C:10]([S:14]([NH:17][C:18]3[CH:26]=[CH:25][C:21]([C:22]([O:24][CH2:29][CH2:30][OH:31])=[O:23])=[C:20]([OH:27])[CH:19]=3)(=[O:15])=[O:16])[CH:9]=2)[CH:7]=1. No catalyst specified. The reactants are [F:1][C:2]1[CH:3]=[CH:4][C:5]([OH:28])=[C:6]([C:8]2[CH:13]=[CH:12][CH:11]=[C:10]([S:14]([NH:17][C:18]3[CH:26]=[CH:25][C:21]([C:22]([OH:24])=[O:23])=[C:20]([OH:27])[CH:19]=3)(=[O:16])=[O:15])[CH:9]=2)[CH:7]=1.[CH2:29](O)[CH2:30][OH:31].